Task: Predict the reaction yield, written as a fraction of the theoretical maximum amount of product (1.0 means a 100% yield; for example, 0.34 means a 34% yield).. Dataset: Reaction yield outcomes from USPTO patents with 853,638 reactions (1) The reactants are [CH2:1]([O:8][P:9]([OH:19])([O:11][CH2:12][C:13]1[CH:18]=[CH:17][CH:16]=[CH:15][CH:14]=1)=[O:10])[C:2]1[CH:7]=[CH:6][CH:5]=[CH:4][CH:3]=1.C([N:27]([CH2:56][CH3:57])[C:28]([NH:30][C:31]1[NH:35][C:34]2[C:36]([C@H:51]3[CH2:55][CH2:54][CH2:53][O:52]3)=[C:37]([F:50])[C:38]([C:40]3[CH:41]=[N:42][C:43]([C:46](O)([CH3:48])[CH3:47])=[N:44][CH:45]=3)=[CH:39][C:33]=2[N:32]=1)=[O:29])(OC(C)(C)C)=O.O.C(O)(C(F)(F)F)=O.CO. The catalyst is C(Cl)Cl. The product is [P:9]([O:19][C:46]([C:43]1[N:42]=[CH:41][C:40]([C:38]2[C:37]([F:50])=[C:36]([C@H:51]3[CH2:55][CH2:54][CH2:53][O:52]3)[C:34]3[NH:35][C:31]([NH:30][C:28]([NH:27][CH2:56][CH3:57])=[O:29])=[N:32][C:33]=3[CH:39]=2)=[CH:45][N:44]=1)([CH3:47])[CH3:48])([O:11][CH2:12][C:13]1[CH:14]=[CH:15][CH:16]=[CH:17][CH:18]=1)([O:8][CH2:1][C:2]1[CH:7]=[CH:6][CH:5]=[CH:4][CH:3]=1)=[O:10]. The yield is 0.983. (2) The reactants are O.[ClH:2].[OH:3][C:4]([C:34]1[CH:39]=[CH:38][CH:37]=[CH:36][CH:35]=1)([C:28]1[CH:33]=[CH:32][CH:31]=[CH:30][CH:29]=1)[CH:5]1[CH2:10][CH2:9][N:8]([CH2:11][CH2:12][CH2:13][CH:14]([C:16]2[CH:21]=[CH:20][C:19]([C:22]([CH3:27])([CH3:26])[C:23]([OH:25])=[O:24])=[CH:18][CH:17]=2)[OH:15])[CH2:7][CH2:6]1.O. The catalyst is CC(C)=O. The product is [ClH:2].[OH:3][C:4]([C:34]1[CH:35]=[CH:36][CH:37]=[CH:38][CH:39]=1)([C:28]1[CH:29]=[CH:30][CH:31]=[CH:32][CH:33]=1)[CH:5]1[CH2:10][CH2:9][N:8]([CH2:11][CH2:12][CH2:13][CH:14]([C:16]2[CH:21]=[CH:20][C:19]([C:22]([CH3:27])([CH3:26])[C:23]([OH:25])=[O:24])=[CH:18][CH:17]=2)[OH:15])[CH2:7][CH2:6]1. The yield is 0.970. (3) The reactants are P(Br)(Br)[Br:2].O[CH:6]([C:8]1[O:9][C:10](=[O:25])[C:11]2[C:16]([C:17]=1[C:18]1[CH:23]=[CH:22][N:21]=[C:20]([CH3:24])[CH:19]=1)=[CH:15][CH:14]=[CH:13][CH:12]=2)[CH3:7]. The catalyst is C(Cl)Cl. The product is [Br:2][CH:6]([C:8]1[O:9][C:10](=[O:25])[C:11]2[C:16]([C:17]=1[C:18]1[CH:23]=[CH:22][N:21]=[C:20]([CH3:24])[CH:19]=1)=[CH:15][CH:14]=[CH:13][CH:12]=2)[CH3:7]. The yield is 0.450. (4) The reactants are [CH3:1][NH:2][C:3]([CH:5]1[CH2:7][CH:6]1[C:8]1[CH:13]=[CH:12][CH:11]=[CH:10][CH:9]=1)=O.[H-].[H-].[H-].[H-].[Li+].[Al+3]. The catalyst is C1COCC1. The product is [CH3:1][NH:2][CH2:3][C@H:5]1[CH2:7][C@H:6]1[C:8]1[CH:13]=[CH:12][CH:11]=[CH:10][CH:9]=1. The yield is 0.950. (5) The reactants are O(P(O[C:18]1[N:19]([C:24]([O:26][C:27]([CH3:30])([CH3:29])[CH3:28])=[O:25])[CH2:20][CH2:21][O:22][CH:23]=1)(OC1C=CC=CC=1)=O)C1C=CC=CC=1.[C:31]([C:39]1[CH:44]=[CH:43][C:42](B(O)O)=[CH:41][CH:40]=1)(=[O:38])[C:32]1[CH:37]=[CH:36][CH:35]=[CH:34][CH:33]=1. No catalyst specified. The product is [C:31]([C:39]1[CH:44]=[CH:43][C:42]([C:18]2[N:19]([C:24]([O:26][C:27]([CH3:28])([CH3:29])[CH3:30])=[O:25])[CH2:20][CH2:21][O:22][CH:23]=2)=[CH:41][CH:40]=1)(=[O:38])[C:32]1[CH:37]=[CH:36][CH:35]=[CH:34][CH:33]=1. The yield is 0.650. (6) The reactants are [CH3:1]C(OI1(OC(C)=O)(OC(C)=O)OC(=O)C2C=CC=CC1=2)=O.[OH:23][CH:24]1[CH:40]([NH:41][C:42]([C@@H:44]([NH:49][C:50]([C:52]2[O:53][C:54]3[CH:60]=[CH:59][CH:58]=[CH:57][C:55]=3[CH:56]=2)=[O:51])[CH2:45][CH:46]([CH3:48])C)=[O:43])[CH2:39][CH2:38][N:27]2[C:28](=[O:37])[C:29]3[CH:30]=[CH:31][CH:32]=[CH:33][C:34]=3[C:35](=[O:36])[N:26]2[CH2:25]1. The catalyst is C(Cl)Cl. The product is [CH3:1][CH2:48][CH2:46][CH2:45][C@H:44]([NH:49][C:50]([C:52]1[O:53][C:54]2[CH:60]=[CH:59][CH:58]=[CH:57][C:55]=2[CH:56]=1)=[O:51])[C:42](=[O:43])[NH:41][C@H:40]1[CH2:39][CH2:38][N:27]2[C:28](=[O:37])[C:29]3[CH:30]=[CH:31][CH:32]=[CH:33][C:34]=3[C:35](=[O:36])[N:26]2[CH2:25][C:24]1=[O:23]. The yield is 0.940. (7) The reactants are Cl.Cl.[CH2:3]([O:5][C:6](=[O:12])[CH2:7][NH:8][CH2:9][CH2:10][NH2:11])[CH3:4].[Cl:13][C:14]1[CH:15]=[CH:16][C:17]2[S:21][C:20]([S:22](Cl)(=[O:24])=[O:23])=[N:19][C:18]=2[CH:26]=1. The yield is 0.870. No catalyst specified. The product is [CH2:3]([O:5][C:6](=[O:12])[CH2:7][NH:8][CH2:9][CH2:10][NH:11][S:22]([C:20]1[S:21][C:17]2[CH:16]=[CH:15][C:14]([Cl:13])=[CH:26][C:18]=2[N:19]=1)(=[O:24])=[O:23])[CH3:4]. (8) The reactants are [CH3:1][N:2]([CH3:18])[C:3]1[CH:8]=[CH:7][C:6]([CH2:9][C:10]([C:12]2[CH:17]=[CH:16][CH:15]=[CH:14][CH:13]=2)=O)=[CH:5][CH:4]=1.[CH2:19]([O:21][C:22]1[CH:23]=[C:24]([CH:27]=[C:28]([N+:31]([O-:33])=[O:32])[C:29]=1[OH:30])[CH:25]=O)[CH3:20].[NH2:34][C:35]([NH2:37])=[O:36].Cl. The catalyst is C(O)C. The product is [CH3:1][N:2]([CH3:18])[C:3]1[CH:8]=[CH:7][C:6]([C:9]2[CH:25]([C:24]3[CH:27]=[C:28]([N+:31]([O-:33])=[O:32])[C:29]([OH:30])=[C:22]([O:21][CH2:19][CH3:20])[CH:23]=3)[NH:34][C:35](=[O:36])[NH:37][C:10]=2[C:12]2[CH:17]=[CH:16][CH:15]=[CH:14][CH:13]=2)=[CH:5][CH:4]=1. The yield is 0.139.